The task is: Predict the product of the given reaction.. This data is from Forward reaction prediction with 1.9M reactions from USPTO patents (1976-2016). (1) Given the reactants [CH3:1][C:2]1([CH3:23])[CH2:6][O:5][C:4](=[O:7])[N:3]1[C:8]1[S:9][C:10]2[CH2:20][CH2:19][C:18]3[C:13](=[CH:14][CH:15]=[C:16]([C:21]#[N:22])[CH:17]=3)[C:11]=2[N:12]=1.BrNC(=O)CCC(N)=O.N(C(C)(C)C#N)=NC(C)(C)C#N, predict the reaction product. The product is: [CH3:1][C:2]1([CH3:23])[CH2:6][O:5][C:4](=[O:7])[N:3]1[C:8]1[S:9][C:10]2[CH:20]=[CH:19][C:18]3[C:13](=[CH:14][CH:15]=[C:16]([C:21]#[N:22])[CH:17]=3)[C:11]=2[N:12]=1. (2) Given the reactants [CH2:1]([OH:17])[CH2:2][CH2:3][CH2:4][CH2:5][CH2:6][CH2:7][CH2:8][CH2:9][CH2:10][CH2:11][CH2:12][CH2:13][CH2:14][CH2:15][CH3:16].N1C=CC=CC=1.[C:24]1([CH3:34])[CH:29]=[CH:28][C:27]([S:30](Cl)(=[O:32])=[O:31])=[CH:26][CH:25]=1.O, predict the reaction product. The product is: [C:24]1([CH3:34])[CH:29]=[CH:28][C:27]([S:30]([O:17][CH2:1][CH2:2][CH2:3][CH2:4][CH2:5][CH2:6][CH2:7][CH2:8][CH2:9][CH2:10][CH2:11][CH2:12][CH2:13][CH2:14][CH2:15][CH3:16])(=[O:32])=[O:31])=[CH:26][CH:25]=1. (3) Given the reactants [NH2:1][C:2]1[N:7]=[C:6]([NH:8][C:9]2[CH:10]=[CH:11][C:12]([Cl:16])=[C:13]([OH:15])[CH:14]=2)[CH:5]=[CH:4][N:3]=1.C([O-])([O-])=O.[Cs+].[Cs+].Br[CH2:24][CH:25]=[C:26]([CH3:28])[CH3:27], predict the reaction product. The product is: [Cl:16][C:12]1[CH:11]=[CH:10][C:9]([NH:8][C:6]2[CH:5]=[CH:4][N:3]=[C:2]([NH2:1])[N:7]=2)=[CH:14][C:13]=1[O:15][CH2:24][CH:25]=[C:26]([CH3:28])[CH3:27]. (4) Given the reactants [Si]([O:8][CH:9]1[CH2:13][CH2:12][N:11]([C:14]2[CH:22]=[CH:21][CH:20]=[C:19]3[C:15]=2[CH:16]=[CH:17][N:18]3[C:23]2[CH:28]=[CH:27][N:26]=[C:25]([NH:29][CH:30]3[CH2:35][CH2:34][CH:33]([NH:36][S:37]([CH3:40])(=[O:39])=[O:38])[CH2:32][CH2:31]3)[N:24]=2)[CH2:10]1)(C(C)(C)C)(C)C.CCCC[N+](CCCC)(CCCC)CCCC.[F-], predict the reaction product. The product is: [OH:8][CH:9]1[CH2:13][CH2:12][N:11]([C:14]2[CH:22]=[CH:21][CH:20]=[C:19]3[C:15]=2[CH:16]=[CH:17][N:18]3[C:23]2[CH:28]=[CH:27][N:26]=[C:25]([NH:29][CH:30]3[CH2:31][CH2:32][CH:33]([NH:36][S:37]([CH3:40])(=[O:38])=[O:39])[CH2:34][CH2:35]3)[N:24]=2)[CH2:10]1.